Dataset: Catalyst prediction with 721,799 reactions and 888 catalyst types from USPTO. Task: Predict which catalyst facilitates the given reaction. (1) Reactant: C(OC(=O)[NH:7][C@H:8]([C@@H:17]1[O:21][C:20](=[O:22])[N:19]([C:23]2([C:26]3[CH:31]=[CH:30][CH:29]=[C:28]([CH:32]([CH3:34])[CH3:33])[CH:27]=3)[CH2:25][CH2:24]2)[CH2:18]1)[CH2:9][C:10]1[CH:15]=[CH:14][C:13]([NH2:16])=[CH:12][CH:11]=1)(C)(C)C.Cl[C:37]1[CH:42]=[C:41]([C:43]2[CH:48]=[CH:47][CH:46]=[CH:45][CH:44]=2)[N:40]=[CH:39][N:38]=1.Cl. Product: [NH2:7][C@H:8]([C@@H:17]1[O:21][C:20](=[O:22])[N:19]([C:23]2([C:26]3[CH:31]=[CH:30][CH:29]=[C:28]([CH:32]([CH3:34])[CH3:33])[CH:27]=3)[CH2:25][CH2:24]2)[CH2:18]1)[CH2:9][C:10]1[CH:11]=[CH:12][C:13]([NH:16][C:37]2[CH:42]=[C:41]([C:43]3[CH:48]=[CH:47][CH:46]=[CH:45][CH:44]=3)[N:40]=[CH:39][N:38]=2)=[CH:14][CH:15]=1. The catalyst class is: 41. (2) Reactant: CC([N:5]1[C:17]2[C:16]3[C:11](=[CH:12][CH:13]=[CH:14][CH:15]=3)[N:10]3[N:18]=[N:19][N:20]=[C:9]3[C:8]=2[N:7]=[CH:6]1)(C)C.Cl.[OH-].[Na+]. Product: [N:18]1[N:10]2[C:11]3[C:16]([C:17]4[NH:5][CH:6]=[N:7][C:8]=4[C:9]2=[N:20][N:19]=1)=[CH:15][CH:14]=[CH:13][CH:12]=3. The catalyst class is: 6.